Regression. Given a peptide amino acid sequence and an MHC pseudo amino acid sequence, predict their binding affinity value. This is MHC class I binding data. From a dataset of Peptide-MHC class I binding affinity with 185,985 pairs from IEDB/IMGT. (1) The peptide sequence is CERYGFPAS. The MHC is HLA-A02:11 with pseudo-sequence HLA-A02:11. The binding affinity (normalized) is 0.0847. (2) The peptide sequence is SLFTEQAFY. The MHC is HLA-B40:01 with pseudo-sequence HLA-B40:01. The binding affinity (normalized) is 0.0847. (3) The peptide sequence is AIYESNIGY. The binding affinity (normalized) is 0.0847. The MHC is HLA-A31:01 with pseudo-sequence HLA-A31:01. (4) The peptide sequence is RQRLLPAAL. The MHC is HLA-A01:01 with pseudo-sequence HLA-A01:01. The binding affinity (normalized) is 0.